Dataset: Reaction yield outcomes from USPTO patents with 853,638 reactions. Task: Predict the reaction yield, written as a fraction of the theoretical maximum amount of product (1.0 means a 100% yield; for example, 0.34 means a 34% yield). (1) The reactants are C[O:2][C:3](=[O:38])[CH2:4][O:5][C:6]1[CH:7]=[C:8]2[C:13](=[CH:14][CH:15]=1)[N:12]([C:16](=[O:24])[C:17]1[CH:22]=[CH:21][C:20]([F:23])=[CH:19][CH:18]=1)[C@@H:11]([CH3:25])[CH2:10][C@H:9]2[N:26]([C:31]1[CH:36]=[CH:35][C:34]([Cl:37])=[CH:33][CH:32]=1)[C:27](=[O:30])[CH2:28][CH3:29].[OH-].[Na+]. The catalyst is CO. The product is [Cl:37][C:34]1[CH:33]=[CH:32][C:31]([N:26]([C:27](=[O:30])[CH2:28][CH3:29])[C@H:9]2[C:8]3[C:13](=[CH:14][CH:15]=[C:6]([O:5][CH2:4][C:3]([OH:38])=[O:2])[CH:7]=3)[N:12]([C:16](=[O:24])[C:17]3[CH:18]=[CH:19][C:20]([F:23])=[CH:21][CH:22]=3)[C@@H:11]([CH3:25])[CH2:10]2)=[CH:36][CH:35]=1. The yield is 0.940. (2) The reactants are Cl[CH2:2][C:3]1[N:4]=[C:5]([C:9]2[O:10][CH:11]=[CH:12][CH:13]=2)[O:6][C:7]=1[CH3:8].[Br:14][C:15]1[CH:16]=[C:17]([CH:20]=[CH:21][C:22]=1[OH:23])[CH:18]=[O:19].C(=O)([O-])[O-].[K+].[K+].CN(C)C=O. The catalyst is O. The product is [Br:14][C:15]1[CH:16]=[C:17]([CH:20]=[CH:21][C:22]=1[O:23][CH2:2][C:3]1[N:4]=[C:5]([C:9]2[O:10][CH:11]=[CH:12][CH:13]=2)[O:6][C:7]=1[CH3:8])[CH:18]=[O:19]. The yield is 0.670. (3) The reactants are [CH3:1][N:2]([CH3:19])[CH2:3][CH2:4][O:5][C:6]1[CH:11]=[CH:10][C:9]([NH2:12])=[CH:8][C:7]=1[C:13]1[N:14]([CH3:18])[N:15]=[CH:16][CH:17]=1.[CH3:20][O:21][C:22]1[CH:23]=[C:24]([N:28]=[C:29]=[O:30])[CH:25]=[CH:26][CH:27]=1. No catalyst specified. The product is [CH3:1][N:2]([CH3:19])[CH2:3][CH2:4][O:5][C:6]1[CH:11]=[CH:10][C:9]([NH:12][C:29]([NH:28][C:24]2[CH:25]=[CH:26][CH:27]=[C:22]([O:21][CH3:20])[CH:23]=2)=[O:30])=[CH:8][C:7]=1[C:13]1[N:14]([CH3:18])[N:15]=[CH:16][CH:17]=1. The yield is 0.711.